Dataset: Forward reaction prediction with 1.9M reactions from USPTO patents (1976-2016). Task: Predict the product of the given reaction. (1) The product is: [CH2:23]([O:22][CH2:21][CH2:20][CH2:19][O:11][C:3]1[C:4]([OH:10])=[C:5]([CH:8]=[CH:9][C:2]=1[F:1])[CH:6]=[O:7])[C:24]1[CH:29]=[CH:28][CH:27]=[CH:26][CH:25]=1. Given the reactants [F:1][C:2]1[CH:9]=[CH:8][C:5]([CH:6]=[O:7])=[C:4]([OH:10])[C:3]=1[OH:11].CC([O-])(C)C.[Na+].Br[CH2:19][CH2:20][CH2:21][O:22][CH2:23][C:24]1[CH:29]=[CH:28][CH:27]=[CH:26][CH:25]=1, predict the reaction product. (2) The product is: [N:11]1([C:14]([C:16]2[CH:21]=[CH:20][CH:19]=[CH:18][C:17]=2[C:22]([F:24])([F:23])[F:25])=[O:15])[CH2:12][CH2:13][NH:8][CH2:9][CH2:10]1. Given the reactants C([N:8]1[CH2:13][CH2:12][N:11]([C:14]([C:16]2[CH:21]=[CH:20][CH:19]=[CH:18][C:17]=2[C:22]([F:25])([F:24])[F:23])=[O:15])[CH2:10][CH2:9]1)C1C=CC=CC=1, predict the reaction product. (3) Given the reactants [N:1]12[CH2:8][CH2:7][C:4]([C:9]([C:17]3[CH:22]=[CH:21][CH:20]=[CH:19][CH:18]=3)([C:11]3[CH:16]=[CH:15][CH:14]=[CH:13][CH:12]=3)[OH:10])([CH2:5][CH2:6]1)[CH2:3][CH2:2]2.[Br:23][CH2:24][CH2:25][O:26][CH2:27][C:28]1[CH:33]=[CH:32][C:31]([C:34]([CH3:37])([CH3:36])[CH3:35])=[CH:30][CH:29]=1, predict the reaction product. The product is: [Br-:23].[CH3:37][C:34]([C:31]1[CH:30]=[CH:29][C:28]([CH2:27][O:26][CH2:25][CH2:24][N+:1]23[CH2:6][CH2:5][C:4]([C:9]([OH:10])([C:17]4[CH:22]=[CH:21][CH:20]=[CH:19][CH:18]=4)[C:11]4[CH:12]=[CH:13][CH:14]=[CH:15][CH:16]=4)([CH2:3][CH2:2]2)[CH2:7][CH2:8]3)=[CH:33][CH:32]=1)([CH3:35])[CH3:36]. (4) Given the reactants [Cl:1][C:2]1[CH:7]=[CH:6][C:5]([CH2:8][C:9]([NH:11][CH2:12][CH:13]2[CH2:40][CH2:39][C:16]3[N:17](C(C4C=CC=CC=4)(C4C=CC=CC=4)C4C=CC=CC=4)[CH:18]=[N:19][C:15]=3[CH2:14]2)=[O:10])=[CH:4][CH:3]=1, predict the reaction product. The product is: [Cl:1][C:2]1[CH:7]=[CH:6][C:5]([CH2:8][C:9]([NH:11][CH2:12][CH:13]2[CH2:40][CH2:39][C:16]3[NH:17][CH:18]=[N:19][C:15]=3[CH2:14]2)=[O:10])=[CH:4][CH:3]=1. (5) Given the reactants [CH2:1]([C@@H:3]1[NH:8][C:7](=O)[CH2:6][N:5]([CH2:10][C:11]2[CH:16]=[CH:15][CH:14]=[CH:13][CH:12]=2)[C:4]1=O)[CH3:2].[H-].[H-].[H-].[H-].[Li+].[Al+3], predict the reaction product. The product is: [CH2:1]([C@@H:3]1[NH:8][CH2:7][CH2:6][N:5]([CH2:10][C:11]2[CH:16]=[CH:15][CH:14]=[CH:13][CH:12]=2)[CH2:4]1)[CH3:2]. (6) Given the reactants [NH2:1][C:2]1[CH:3]=[C:4]([OH:17])[CH:5]=[CH:6][C:7]=1[NH:8][CH2:9][C:10]1[CH:15]=[CH:14][C:13]([Br:16])=[CH:12][CH:11]=1.[C:18]1(=[O:28])[C@@H:26]2[C@@H:21]([CH2:22][CH2:23][CH2:24][CH2:25]2)[C:20](=O)[O:19]1.Cl.C([O-])(O)=O.[Na+], predict the reaction product. The product is: [Br:16][C:13]1[CH:14]=[CH:15][C:10]([CH2:9][N:8]2[C:7]3[CH:6]=[CH:5][C:4]([OH:17])=[CH:3][C:2]=3[N:1]=[C:20]2[C@H:21]2[CH2:22][CH2:23][CH2:24][CH2:25][C@H:26]2[C:18]([OH:28])=[O:19])=[CH:11][CH:12]=1. (7) Given the reactants [CH3:1][N:2]1[C:6]([NH:7][C:8](=[O:15])OCC(Cl)(Cl)Cl)=[CH:5][CH:4]=[N:3]1.[C:16]1([C:22]2[N:26]=[C:25]([N:27]3[CH2:32][CH2:31][NH:30][CH2:29][CH2:28]3)[S:24][N:23]=2)[CH:21]=[CH:20][CH:19]=[CH:18][CH:17]=1.C(N(C(C)C)CC)(C)C.O, predict the reaction product. The product is: [CH3:1][N:2]1[C:6]([NH:7][C:8]([N:30]2[CH2:31][CH2:32][N:27]([C:25]3[S:24][N:23]=[C:22]([C:16]4[CH:21]=[CH:20][CH:19]=[CH:18][CH:17]=4)[N:26]=3)[CH2:28][CH2:29]2)=[O:15])=[CH:5][CH:4]=[N:3]1. (8) Given the reactants Br[C:2]1[CH:7]=[CH:6][CH:5]=[C:4]([N+:8]([O-:10])=[O:9])[CH:3]=1.[CH:11]([C:13]1[O:17][C:16](B(O)O)=[CH:15][CH:14]=1)=[O:12].C(=O)([O-])[O-].[Na+].[Na+], predict the reaction product. The product is: [N+:8]([C:4]1[CH:3]=[C:2]([C:16]2[O:17][C:13]([CH:11]=[O:12])=[CH:14][CH:15]=2)[CH:7]=[CH:6][CH:5]=1)([O-:10])=[O:9]. (9) The product is: [N+:16]([C:12]1[CH:13]=[C:14]2[C:9](=[CH:10][CH:11]=1)[N:8]([CH2:26][CH2:27][CH2:28][C:29]([O:31][CH2:32][CH3:33])=[O:30])[C:7]([C:1]1[CH:2]=[CH:3][CH:4]=[CH:5][CH:6]=1)=[CH:15]2)([O-:18])=[O:17]. Given the reactants [C:1]1([C:7]2[NH:8][C:9]3[C:14]([CH:15]=2)=[CH:13][C:12]([N+:16]([O-:18])=[O:17])=[CH:11][CH:10]=3)[CH:6]=[CH:5][CH:4]=[CH:3][CH:2]=1.C([O-])([O-])=O.[K+].[K+].Br[CH2:26][CH2:27][CH2:28][C:29]([O:31][CH2:32][CH3:33])=[O:30].O, predict the reaction product. (10) Given the reactants [CH2:1]=[C:2]1[CH2:11][CH:5]2[C:6](=[O:10])O[C:8](=[O:9])[CH:4]2[CH2:3]1.[F:12][C:13]([F:23])([F:22])[O:14][C:15]1[CH:20]=[CH:19][C:18]([NH2:21])=[CH:17][CH:16]=1, predict the reaction product. The product is: [CH2:1]=[C:2]1[CH2:3][CH:4]2[C:8](=[O:9])[N:21]([C:18]3[CH:19]=[CH:20][C:15]([O:14][C:13]([F:12])([F:22])[F:23])=[CH:16][CH:17]=3)[C:6](=[O:10])[CH:5]2[CH2:11]1.